This data is from Catalyst prediction with 721,799 reactions and 888 catalyst types from USPTO. The task is: Predict which catalyst facilitates the given reaction. (1) Reactant: [O:1]=[C:2]1[N:7]([C:8]2[CH:13]=[CH:12][CH:11]=[C:10]([O:14][C:15]([F:18])([F:17])[F:16])[CH:9]=2)[CH2:6][CH2:5][N:4](C(OC(C)(C)C)=O)[CH2:3]1.[ClH:26]. Product: [ClH:26].[F:18][C:15]([F:16])([F:17])[O:14][C:10]1[CH:9]=[C:8]([N:7]2[CH2:6][CH2:5][NH:4][CH2:3][C:2]2=[O:1])[CH:13]=[CH:12][CH:11]=1. The catalyst class is: 698. (2) Reactant: CCN=C=NCCCN(C)C.CS(C)=O.[CH3:16][O:17][C:18](=[O:34])[CH2:19][CH2:20][CH2:21][CH:22]=[CH:23][CH2:24][N:25]1[C:30](=[O:31])[CH2:29][CH2:28][CH2:27][C@@H:26]1[CH2:32][OH:33].FC(F)(F)C([O-])=O.[NH+]1C=CC=CC=1. Product: [CH3:16][O:17][C:18](=[O:34])[CH2:19][CH2:20][CH2:21][CH:22]=[CH:23][CH2:24][N:25]1[C:30](=[O:31])[CH2:29][CH2:28][CH2:27][C@@H:26]1[CH:32]=[O:33]. The catalyst class is: 48.